This data is from Forward reaction prediction with 1.9M reactions from USPTO patents (1976-2016). The task is: Predict the product of the given reaction. (1) Given the reactants [NH2:1][CH2:2][CH2:3][CH2:4][N:5]1[CH:9]=[CH:8][N:7]=[CH:6]1.[CH3:10][C:11]1[C:12](=[CH:16][C:17](=[CH:21][CH:22]=1)[N:18]=[C:19]=[O:20])[N:13]=[C:14]=[O:15], predict the reaction product. The product is: [NH2:1][CH2:2][CH2:3][CH2:4][N:5]1[CH:9]=[CH:8][N:7]=[CH:6]1.[CH3:10][C:11]1[C:12](=[CH:16][C:17](=[CH:21][CH:22]=1)[N:18]=[C:19]=[O:20])[N:13]=[C:14]=[O:15]. (2) Given the reactants [NH2:1][C:2]1[CH:3]=[C:4]([CH:10]=[CH:11][C:12]=1[NH2:13])[C:5]([O:7][CH2:8][CH3:9])=[O:6].OS([O-])(=O)=O.[Na+].[CH:20]([C:22]1[C:26]([C:27]([O:29][CH2:30][C:31]2[CH:36]=[CH:35][CH:34]=[CH:33][CH:32]=2)=[O:28])=[C:25]([CH3:37])[NH:24][N:23]=1)=O.C(OCC)(=O)C, predict the reaction product. The product is: [CH2:30]([O:29][C:27]([C:26]1[C:25]([C:37]2[NH:13][C:12]3[CH:11]=[CH:10][C:4]([C:5]([O:7][CH2:8][CH3:9])=[O:6])=[CH:3][C:2]=3[N:1]=2)=[N:24][NH:23][C:22]=1[CH3:20])=[O:28])[C:31]1[CH:32]=[CH:33][CH:34]=[CH:35][CH:36]=1. (3) Given the reactants Br[CH2:2][CH2:3][CH2:4][C:5]([O:7][CH2:8][CH3:9])=[O:6].[Zn](CC)CC.[CH3:15][C:16]1[C:21]([N+:22]([O-:24])=[O:23])=[C:20]([CH3:25])[CH:19]=[CH:18][C:17]=1I, predict the reaction product. The product is: [CH3:25][C:20]1[C:21]([N+:22]([O-:24])=[O:23])=[C:16]([CH3:15])[CH:17]=[CH:18][C:19]=1[CH2:2][CH2:3][CH2:4][C:5]([O:7][CH2:8][CH3:9])=[O:6]. (4) Given the reactants BrC1C=C(C=CC=1)C(NC(C1[N:15]=[N:14][C:13]([NH:16][C:17]2[CH:22]=[C:21](OC)[C:20](OC)=C(OC)C=2)=NC=1)C)=O.[NH2:32][CH:33]([C:35]1[N:40]=[N:39][C:38]([NH:41][C:42]2[CH:47]=[C:46]([O:48][CH3:49])[C:45]([O:50][CH3:51])=[C:44]([O:52][CH3:53])[CH:43]=2)=[N:37][CH:36]=1)[CH3:34].[Br:54][C:55]1[CH:59]=[CH:58][S:57][C:56]=1[C:60](O)=[O:61].C([N:65](CC)CC)C.[CH3:70][N:71]([CH3:74])[CH:72]=[O:73], predict the reaction product. The product is: [N:14]1([O:73][C:72]([N:37]([CH3:38])[CH3:36])=[N+:71]([CH3:74])[CH3:70])[C:13]2[N:16]=[CH:17][CH:22]=[CH:21][C:20]=2[N:65]=[N:15]1.[Br:54][C:55]1[CH:59]=[CH:58][S:57][C:56]=1[C:60]([NH:32][CH:33]([C:35]1[N:40]=[N:39][C:38]([NH:41][C:42]2[CH:43]=[C:44]([O:52][CH3:53])[C:45]([O:50][CH3:51])=[C:46]([O:48][CH3:49])[CH:47]=2)=[N:37][CH:36]=1)[CH3:34])=[O:61]. (5) Given the reactants [Cl:1][C:2]1[CH:7]=[CH:6][C:5](/[CH:8]=[CH:9]/[C:10]2[CH:11]=[C:12]([CH:16]=[CH:17][C:18]=2[O:19][CH3:20])[C:13]([OH:15])=O)=[CH:4][CH:3]=1.[NH2:21][CH2:22][C@H:23]([OH:28])[C@@H:24]([OH:27])[CH2:25][OH:26], predict the reaction product. The product is: [Cl:1][C:2]1[CH:3]=[CH:4][C:5](/[CH:8]=[CH:9]/[C:10]2[CH:11]=[C:12]([CH:16]=[CH:17][C:18]=2[O:19][CH3:20])[C:13]([NH:21][CH2:22][C@H:23]([OH:28])[C@@H:24]([OH:27])[CH2:25][OH:26])=[O:15])=[CH:6][CH:7]=1. (6) Given the reactants C(OC([N:8]([C:40](OC(C)(C)C)=O)[C:9](=[O:39])[C:10]1[CH:15]=[C:14]([N:16]2[CH2:20][CH2:19][CH2:18][C:17]2=[O:21])[CH:13]=[CH:12][C:11]=1[C:22]([N:24]1[CH2:29][CH2:28][N:27]([C:30]2[C:35]([CH3:36])=[CH:34][C:33]([CH2:37][CH3:38])=[CH:32][N:31]=2)[CH2:26][CH2:25]1)=[O:23])=O)(C)(C)C.N1C[CH2:51][O:50][CH2:49][CH2:48]1, predict the reaction product. The product is: [CH2:37]([C:33]1[CH:34]=[C:35]([CH3:36])[C:30]([N:27]2[CH2:28][CH2:29][N:24]([C:22]([C:11]3[CH:12]=[CH:13][C:14]([N:16]4[CH2:20][CH2:19][CH2:18][C:17]4=[O:21])=[CH:15][C:10]=3[C:9]([N:8]3[CH2:40][CH2:51][O:50][CH2:49][CH2:48]3)=[O:39])=[O:23])[CH2:25][CH2:26]2)=[N:31][CH:32]=1)[CH3:38]. (7) Given the reactants [CH2:1]([O:8][C:9]1[CH:18]=[CH:17][C:12]([C:13]([O:15][CH3:16])=[O:14])=[CH:11][C:10]=1[C:19]([OH:21])=O)[C:2]1[CH:7]=[CH:6][CH:5]=[CH:4][CH:3]=1.C1C=CC2N(O)N=[N:28]C=2C=1.C(N=C=NCCCN(C)C)C.[OH-].[NH4+], predict the reaction product. The product is: [CH2:1]([O:8][C:9]1[CH:18]=[CH:17][C:12]([C:13]([O:15][CH3:16])=[O:14])=[CH:11][C:10]=1[C:19](=[O:21])[NH2:28])[C:2]1[CH:7]=[CH:6][CH:5]=[CH:4][CH:3]=1.